Dataset: Full USPTO retrosynthesis dataset with 1.9M reactions from patents (1976-2016). Task: Predict the reactants needed to synthesize the given product. Given the product [CH:2]1([NH:8][C:9]2[C:14]([CH3:15])=[C:13]([CH3:16])[N:12]=[C:11]([NH:17][CH2:18][C:19]3[NH:20][N:25]=[CH:23][CH:24]=3)[N:10]=2)[CH2:3][CH2:4][CH2:5][CH2:6][CH2:7]1, predict the reactants needed to synthesize it. The reactants are: Cl.[CH:2]1([NH:8][C:9]2[C:14]([CH3:15])=[C:13]([CH3:16])[N:12]=[C:11]([NH:17][CH2:18][C:19]3[CH:24]=[CH:23]C=C[N:20]=3)[N:10]=2)[CH2:7][CH2:6][CH2:5][CH2:4][CH2:3]1.[NH:25]1C(CN)=CC=N1.